From a dataset of Forward reaction prediction with 1.9M reactions from USPTO patents (1976-2016). Predict the product of the given reaction. (1) Given the reactants [CH3:1]/[C:2](/[CH2:6][CH2:7]/[CH:8]=[C:9](\[CH3:16])/[CH2:10][CH2:11][CH:12]=[C:13]([CH3:15])[CH3:14])=[CH:3]\[CH2:4][OH:5].CC(C)[O-].[Al+3].CC(C)[O-].CC(C)[O-].BrC1C=CC=CC=1C=O.Cl, predict the reaction product. The product is: [CH3:1]/[C:2](/[CH2:6][CH2:7]/[CH:8]=[C:9](\[CH3:16])/[CH2:10][CH2:11][CH:12]=[C:13]([CH3:15])[CH3:14])=[CH:3]\[CH:4]=[O:5]. (2) Given the reactants [F:1][C:2]1[CH:14]=[CH:13][C:12]2[CH2:15][CH2:16][N:17]([CH3:20])[CH2:18][CH2:19][N:10]3[C:11]=2[C:3]=1[C:4]1[CH2:5][CH2:6][CH2:7][CH2:8][C:9]=13.C([BH3-])#N.[Na+], predict the reaction product. The product is: [F:1][C:2]1[CH:14]=[CH:13][C:12]2[CH2:15][CH2:16][N:17]([CH3:20])[CH2:18][CH2:19][N:10]3[C:11]=2[C:3]=1[CH:4]1[CH:9]3[CH2:8][CH2:7][CH2:6][CH2:5]1. (3) Given the reactants [NH2:1][C:2]1[CH:7]=[CH:6][CH:5]=[C:4]([Br:8])[N:3]=1.CCN(C(C)C)C(C)C.[C:18]1([CH3:28])[CH:23]=[CH:22][C:21]([S:24](Cl)(=[O:26])=[O:25])=[CH:20][CH:19]=1, predict the reaction product. The product is: [Br:8][C:4]1[N:3]=[C:2]([NH:1][S:24]([C:21]2[CH:22]=[CH:23][C:18]([CH3:28])=[CH:19][CH:20]=2)(=[O:26])=[O:25])[CH:7]=[CH:6][CH:5]=1. (4) Given the reactants COC1C=CC(C[N:8]2[CH2:16][C:15]3[C:10](=[CH:11][CH:12]=[C:13]([C:17]([O:19][CH3:20])=[O:18])[CH:14]=3)[CH2:9]2)=CC=1.[ClH:23], predict the reaction product. The product is: [ClH:23].[CH2:9]1[C:10]2[C:15](=[CH:14][C:13]([C:17]([O:19][CH3:20])=[O:18])=[CH:12][CH:11]=2)[CH2:16][NH:8]1. (5) Given the reactants [CH3:1][CH2:2][O:3][CH:4]([O:13][CH2:14][CH3:15])[C:5]1[CH:10]=[CH:9][C:8]([CH:11]=[O:12])=[CH:7][CH:6]=1.[F:16][C:17]([Si](C)(C)C)([F:19])[F:18].[F-].C([N+](CCCC)(CCCC)CCCC)CCC, predict the reaction product. The product is: [CH2:14]([O:13][CH:4]([O:3][CH2:2][CH3:1])[C:5]1[CH:10]=[CH:9][C:8]([CH:11]([OH:12])[C:17]([F:19])([F:18])[F:16])=[CH:7][CH:6]=1)[CH3:15]. (6) Given the reactants Br[C:2]1[C:6]([Br:7])=[CH:5][S:4][C:3]=1[CH:8]=[O:9].[CH3:10][C:11]1[CH:12]=[C:13]([NH:26][S:27]([CH3:30])(=[O:29])=[O:28])[CH:14]=[CH:15][C:16]=1B1OC(C)(C)C(C)(C)O1.C([O-])([O-])=O.[Na+].[Na+], predict the reaction product. The product is: [Br:7][C:6]1[C:2]([C:16]2[CH:15]=[CH:14][C:13]([NH:26][S:27]([CH3:30])(=[O:28])=[O:29])=[CH:12][C:11]=2[CH3:10])=[C:3]([CH:8]=[O:9])[S:4][CH:5]=1. (7) The product is: [Cl:18][C:14]1[CH:13]=[C:12]([S:9]([NH:8][CH2:7][C:5]2[S:6][C:2]([C:27]3[CH:26]=[CH:25][CH:24]=[C:23]([S:20]([CH3:19])(=[O:22])=[O:21])[CH:28]=3)=[CH:3][CH:4]=2)(=[O:11])=[O:10])[CH:17]=[CH:16][CH:15]=1. Given the reactants Br[C:2]1[S:6][C:5]([CH2:7][NH:8][S:9]([C:12]2[CH:17]=[CH:16][CH:15]=[C:14]([Cl:18])[CH:13]=2)(=[O:11])=[O:10])=[CH:4][CH:3]=1.[CH3:19][S:20]([C:23]1[CH:24]=[C:25](B(O)O)[CH:26]=[CH:27][CH:28]=1)(=[O:22])=[O:21].C([O-])([O-])=O.[Na+].[Na+], predict the reaction product. (8) Given the reactants [F:1][C:2]1[C:3]([CH:22]=O)=[CH:4][N:5]([S:13]([C:16]2[CH:17]=[N:18][CH:19]=[CH:20][CH:21]=2)(=[O:15])=[O:14])[C:6]=1[C:7]1[CH:12]=[CH:11][CH:10]=[CH:9][CH:8]=1.[CH3:24][NH2:25].[BH4-].[Na+].CO, predict the reaction product. The product is: [F:1][C:2]1[C:3]([CH2:22][NH:25][CH3:24])=[CH:4][N:5]([S:13]([C:16]2[CH:17]=[N:18][CH:19]=[CH:20][CH:21]=2)(=[O:15])=[O:14])[C:6]=1[C:7]1[CH:12]=[CH:11][CH:10]=[CH:9][CH:8]=1. (9) Given the reactants C1(S([N:10]2[C:14]3=[N:15][CH:16]=[CH:17][CH:18]=[C:13]3[C:12]([C:19]3[CH:20]=[C:21]([CH:33]=[CH:34][CH:35]=3)[CH2:22][NH:23][C:24]3[N:32]=[CH:31][CH:30]=[CH:29][C:25]=3[C:26]([O-:28])=[O:27])=[CH:11]2)(=O)=O)C=CC=CC=1.C1COCC1.CO.[Li+].[OH-], predict the reaction product. The product is: [NH:10]1[C:14]2=[N:15][CH:16]=[CH:17][CH:18]=[C:13]2[C:12]([C:19]2[CH:20]=[C:21]([CH:33]=[CH:34][CH:35]=2)[CH2:22][NH:23][C:24]2[N:32]=[CH:31][CH:30]=[CH:29][C:25]=2[C:26]([OH:28])=[O:27])=[CH:11]1. (10) Given the reactants Cl[C:2]1C=CC=C(C(OO)=O)C=1.[C:12]([O:16][C:17]([N:19]1[CH2:27][C:26]2[CH:25]=[N:24][C:23](SC)=[N:22][C:21]=2[CH2:20]1)=[O:18])([CH3:15])([CH3:14])[CH3:13].[S:30]([O-:33])([O-])=[O:31].[Na+].[Na+].C(=O)([O-])O.[Na+], predict the reaction product. The product is: [C:12]([O:16][C:17]([N:19]1[CH2:27][C:26]2[CH:25]=[N:24][C:23]([S:30]([CH3:2])(=[O:33])=[O:31])=[N:22][C:21]=2[CH2:20]1)=[O:18])([CH3:15])([CH3:13])[CH3:14].